From a dataset of Retrosynthesis with 50K atom-mapped reactions and 10 reaction types from USPTO. Predict the reactants needed to synthesize the given product. (1) Given the product CCOC(=O)CC(C=CCCCCc1cccc(N(C)Cc2ccc(OC)cc2)n1)c1cncnc1, predict the reactants needed to synthesize it. The reactants are: C=O.CCOC(=O)CC(C=CCCCCc1cccc(NCc2ccc(OC)cc2)n1)c1cncnc1. (2) The reactants are: CNC(=O)c1cccc([N+](=O)[O-])c1NC. Given the product CNC(=O)c1cccc(N)c1NC, predict the reactants needed to synthesize it. (3) Given the product O=c1[nH]c2cccnc2n1-c1ccc(O)cc1, predict the reactants needed to synthesize it. The reactants are: O=c1[nH]c2cccnc2n1-c1ccc(OCc2ccccc2)cc1. (4) Given the product Nc1nc(N)c(-c2ccc(NCc3ccc(Cl)cc3)cc2)c(CO)n1, predict the reactants needed to synthesize it. The reactants are: Nc1ccc(-c2c(N)nc(N)nc2CO)cc1.O=Cc1ccc(Cl)cc1. (5) Given the product CCCCCCCCNC(=O)N(C)c1cccc(-c2ccc(CCC(=O)OCC)cc2)c1, predict the reactants needed to synthesize it. The reactants are: CCCCCCCCN=C=O.CCOC(=O)CCc1ccc(-c2cccc(NC)c2)cc1. (6) Given the product C#CC1CN(c2cc3c(cc2F)c(=O)c(C(=O)O)cn3CC)CCN1, predict the reactants needed to synthesize it. The reactants are: C#CC1CNCCN1.CCn1cc(C(=O)O)c(=O)c2cc(F)c(F)cc21. (7) The reactants are: CN(C)CCOc1ccc([N+](=O)[O-])cn1. Given the product CN(C)CCOc1ccc(N)cn1, predict the reactants needed to synthesize it. (8) Given the product O=C1CC(c2ccc(CBr)cc2Br)S(=O)(=O)N1, predict the reactants needed to synthesize it. The reactants are: BrC(Br)(Br)Br.O=C1CC(c2ccc(CO)cc2Br)S(=O)(=O)N1. (9) The reactants are: CC1(N)CC1.Cc1onc(-c2ccccc2)c1COc1ccc(C(=O)O)cn1. Given the product Cc1onc(-c2ccccc2)c1COc1ccc(C(=O)NC2(C)CC2)cn1, predict the reactants needed to synthesize it. (10) Given the product CC(=O)Nc1cccc(Nc2ncccc2[N+](=O)[O-])c1, predict the reactants needed to synthesize it. The reactants are: CC(=O)Nc1cccc(N)c1.O=[N+]([O-])c1cccnc1Cl.